This data is from Forward reaction prediction with 1.9M reactions from USPTO patents (1976-2016). The task is: Predict the product of the given reaction. (1) Given the reactants [Cl-].[Al+3].[Cl-].[Cl-].[Br:5]Br.[C:7]12([C:17]([OH:19])=[O:18])[CH2:16][CH:11]3[CH2:12][CH:13]([CH2:15][CH:9]([CH2:10]3)[CH2:8]1)[CH2:14]2.S(S([O-])=O)([O-])(=O)=O.[Na+].[Na+], predict the reaction product. The product is: [Br:5][C:9]12[CH2:15][CH:13]3[CH2:12][CH:11]([CH2:16][C:7]([C:17]([OH:19])=[O:18])([CH2:14]3)[CH2:8]1)[CH2:10]2. (2) Given the reactants [Si]([O:8][CH2:9][C:10]1[N:11]=[C:12]([CH:15]([C:17]2[CH:22]=[C:21]([C:23]3[C:24]4[CH:32]=[N:31][C:30]([N:33]5[CH2:38][CH2:37][O:36][CH2:35][CH2:34]5)=[CH:29][C:25]=4[N:26]=[CH:27][N:28]=3)[C:20]([F:39])=[CH:19][C:18]=2[Cl:40])[OH:16])[S:13][CH:14]=1)(C(C)(C)C)(C)C.Cl, predict the reaction product. The product is: [Cl:40][C:18]1[CH:19]=[C:20]([F:39])[C:21]([C:23]2[C:24]3[CH:32]=[N:31][C:30]([N:33]4[CH2:38][CH2:37][O:36][CH2:35][CH2:34]4)=[CH:29][C:25]=3[N:26]=[CH:27][N:28]=2)=[CH:22][C:17]=1[CH:15]([C:12]1[S:13][CH:14]=[C:10]([CH2:9][OH:8])[N:11]=1)[OH:16]. (3) Given the reactants [NH2:1][C:2]1[N:11]=[CH:10][C:9]2[CH:8]=[CH:7][C:6]3[C:12]([C:16]([O:18][CH2:19][CH3:20])=[O:17])=[N:13][N:14]([CH3:15])[C:5]=3[C:4]=2[N:3]=1.ClC(Cl)(Cl)[C:23]([N:25]=C=O)=[O:24], predict the reaction product. The product is: [NH2:25][C:23]([NH:1][C:2]1[N:11]=[CH:10][C:9]2[CH:8]=[CH:7][C:6]3[C:12]([C:16]([O:18][CH2:19][CH3:20])=[O:17])=[N:13][N:14]([CH3:15])[C:5]=3[C:4]=2[N:3]=1)=[O:24]. (4) Given the reactants [N+:1]([C:4]1[CH:5]=[C:6]([C:14]([N:16]2[CH2:21][CH2:20][N:19]([CH:22]([CH3:24])[CH3:23])[CH2:18][CH2:17]2)=[O:15])[CH:7]=[C:8]([C:10]([F:13])([F:12])[F:11])[CH:9]=1)([O-])=O, predict the reaction product. The product is: [NH2:1][C:4]1[CH:5]=[C:6]([C:14]([N:16]2[CH2:21][CH2:20][N:19]([CH:22]([CH3:24])[CH3:23])[CH2:18][CH2:17]2)=[O:15])[CH:7]=[C:8]([C:10]([F:11])([F:12])[F:13])[CH:9]=1. (5) Given the reactants [Cl:1][C:2]1[C:3]([O:25][C:26]2[CH:31]=[CH:30][C:29]([Cl:32])=[CH:28][C:27]=2[C:33]2[CH:34]=[N:35][N:36]3[CH2:41][CH2:40][CH2:39][NH:38][C:37]=23)=[CH:4][C:5]([F:24])=[C:6]([S:8]([N:11]([C:19]2[N:20]=[CH:21][S:22][CH:23]=2)C(=O)OC(C)(C)C)(=[O:10])=[O:9])[CH:7]=1.[ClH:42].CCCCC, predict the reaction product. The product is: [Cl:1][C:2]1[C:3]([O:25][C:26]2[CH:31]=[CH:30][C:29]([Cl:32])=[CH:28][C:27]=2[C:33]2[CH:34]=[N:35][N:36]3[CH2:41][CH2:40][CH2:39][NH:38][C:37]=23)=[CH:4][C:5]([F:24])=[C:6]([S:8]([NH:11][C:19]2[N:20]=[CH:21][S:22][CH:23]=2)(=[O:9])=[O:10])[CH:7]=1.[ClH:42]. (6) Given the reactants [F:1][C:2]1[CH:7]=[CH:6][C:5]([C:8]2[O:12][N:11]=[C:10]([C:13]([NH:15][CH2:16][CH2:17][C:18]([O:20]C)=[O:19])=[O:14])[CH:9]=2)=[CH:4][CH:3]=1.[OH-].[Li+], predict the reaction product. The product is: [F:1][C:2]1[CH:3]=[CH:4][C:5]([C:8]2[O:12][N:11]=[C:10]([C:13]([NH:15][CH2:16][CH2:17][C:18]([OH:20])=[O:19])=[O:14])[CH:9]=2)=[CH:6][CH:7]=1. (7) Given the reactants [H-].[Al+3].[Li+].[H-].[H-].[H-].[CH3:7][N:8]1[CH2:13][CH2:12][NH:11][CH:10]([C:14]2[CH:19]=[CH:18][CH:17]=[CH:16][CH:15]=2)[C:9]1=O, predict the reaction product. The product is: [CH3:7][N:8]1[CH2:13][CH2:12][NH:11][CH:10]([C:14]2[CH:15]=[CH:16][CH:17]=[CH:18][CH:19]=2)[CH2:9]1. (8) Given the reactants [CH:1]1([C:7]2[C:8]([O:16][CH2:17][C:18]([F:21])([F:20])[F:19])=[N:9][CH:10]=[C:11]([CH:15]=2)[C:12]([OH:14])=O)[CH2:6][CH2:5][CH2:4][CH2:3][CH2:2]1.[CH3:22][O:23][C:24]1[CH:28]=[C:27]([CH2:29][NH2:30])[O:26][N:25]=1, predict the reaction product. The product is: [CH:1]1([C:7]2[C:8]([O:16][CH2:17][C:18]([F:21])([F:20])[F:19])=[N:9][CH:10]=[C:11]([CH:15]=2)[C:12]([NH:30][CH2:29][C:27]2[O:26][N:25]=[C:24]([O:23][CH3:22])[CH:28]=2)=[O:14])[CH2:2][CH2:3][CH2:4][CH2:5][CH2:6]1.